This data is from Reaction yield outcomes from USPTO patents with 853,638 reactions. The task is: Predict the reaction yield, written as a fraction of the theoretical maximum amount of product (1.0 means a 100% yield; for example, 0.34 means a 34% yield). (1) The product is [CH2:26]([O:33][C:34]1[CH:41]=[CH:40][C:37]([CH2:38][Sn:17]([CH2:18][CH2:19][CH2:20][CH3:21])([CH2:22][CH2:23][CH2:24][CH3:25])[CH2:13][CH2:14][CH2:15][CH3:16])=[CH:36][CH:35]=1)[C:27]1[CH:32]=[CH:31][CH:30]=[CH:29][CH:28]=1. The reactants are C(NC(C)C)(C)C.C([Li])CCC.[CH2:13]([SnH:17]([CH2:22][CH2:23][CH2:24][CH3:25])[CH2:18][CH2:19][CH2:20][CH3:21])[CH2:14][CH2:15][CH3:16].[CH2:26]([O:33][C:34]1[CH:41]=[CH:40][C:37]([CH2:38]Cl)=[CH:36][CH:35]=1)[C:27]1[CH:32]=[CH:31][CH:30]=[CH:29][CH:28]=1. The catalyst is O1CCCC1. The yield is 0.830. (2) The reactants are [Cl:1][C:2]1[C:7]([Cl:8])=[CH:6][CH:5]=[CH:4][C:3]=1[CH2:9][N:10]1[C:14]2[CH:15]=[C:16]([N:23]3[CH2:28][CH2:27][O:26][CH2:25][CH2:24]3)[CH:17]=[C:18]([C:19]([O:21]C)=[O:20])[C:13]=2[N:12]=[C:11]1[C:29]([F:32])([F:31])[F:30].[OH-].[Li+]. The catalyst is O1CCCC1. The product is [Cl:1][C:2]1[C:7]([Cl:8])=[CH:6][CH:5]=[CH:4][C:3]=1[CH2:9][N:10]1[C:14]2[CH:15]=[C:16]([N:23]3[CH2:24][CH2:25][O:26][CH2:27][CH2:28]3)[CH:17]=[C:18]([C:19]([OH:21])=[O:20])[C:13]=2[N:12]=[C:11]1[C:29]([F:30])([F:32])[F:31]. The yield is 0.0457. (3) The reactants are Cl[C:2]1[C:7]([N+:8]([O-:10])=[O:9])=[CH:6][C:5]([CH3:11])=[CH:4][C:3]=1[CH3:12].[Cu][C:14]#[N:15]. The catalyst is CC(N(C)C)=O. The product is [CH3:12][C:3]1[CH:4]=[C:5]([CH3:11])[CH:6]=[C:7]([N+:8]([O-:10])=[O:9])[C:2]=1[C:14]#[N:15]. The yield is 0.230. (4) The reactants are [C:1]1([S:7]([C:10]2[CH:18]=[CH:17][C:16]3[N:15]([CH3:19])[C:14]4[CH2:20][CH:21]5[NH:25][CH:24]([C:13]=4[C:12]=3[C:11]=2C(OC(C)(C)C)=O)[CH2:23][CH2:22]5)(=[O:9])=[O:8])[CH:6]=[CH:5][CH:4]=[CH:3][CH:2]=1.[Cl:33]CCl.Cl. The catalyst is CO.C(OCC)C. The product is [ClH:33].[C:1]1([S:7]([C:10]2[CH:11]=[C:12]3[C:16](=[CH:17][CH:18]=2)[N:15]([CH3:19])[C:14]2[CH2:20][CH:21]4[NH:25][CH:24]([C:13]3=2)[CH2:23][CH2:22]4)(=[O:8])=[O:9])[CH:2]=[CH:3][CH:4]=[CH:5][CH:6]=1. The yield is 0.860. (5) The product is [F:24][C:19]1[CH:20]=[CH:21][CH:22]=[CH:23][C:18]=1[C:13]1[C:12]([CH2:11][O:10][C:7]2[CH:8]=[CH:9][C:4]([C:3]([NH:26][CH:27]3[CH2:32][CH2:31][O:30][CH2:29][CH2:28]3)=[O:25])=[CH:5][N:6]=2)=[C:16]([CH3:17])[O:15][N:14]=1. The reactants are CO[C:3](=[O:25])[C:4]1[CH:9]=[CH:8][C:7]([O:10][CH2:11][C:12]2[C:13]([C:18]3[CH:23]=[CH:22][CH:21]=[CH:20][C:19]=3[F:24])=[N:14][O:15][C:16]=2[CH3:17])=[N:6][CH:5]=1.[NH2:26][CH:27]1[CH2:32][CH2:31][O:30][CH2:29][CH2:28]1. The yield is 0.920. No catalyst specified. (6) The reactants are Br[C:2]1[CH:11]=[CH:10][C:5]2[NH:6][C:7](=[O:9])[O:8][C:4]=2[CH:3]=1.[Cu][C:13]#[N:14].[C-]#N.[Na+]. The catalyst is CN(C=O)C.O. The product is [O:9]=[C:7]1[NH:6][C:5]2[CH:10]=[CH:11][C:2]([C:13]#[N:14])=[CH:3][C:4]=2[O:8]1. The yield is 0.930. (7) The reactants are Cl[C:2]1[N:7]=[C:6]([CH3:8])[C:5]([CH:9]([CH2:14][CH2:15][CH3:16])[C:10]([O:12][CH3:13])=[O:11])=[C:4]([C:17]2[CH:22]=[CH:21][C:20]([CH3:23])=[CH:19][CH:18]=2)[N:3]=1.[CH3:24][NH:25][CH:26]1[CH2:31][CH2:30][CH2:29][CH2:28][CH2:27]1. The catalyst is C1COCC1.C(=O)([O-])O.[Na+]. The product is [CH:26]1([N:25]([CH3:24])[C:2]2[N:7]=[C:6]([CH3:8])[C:5]([CH:9]([CH2:14][CH2:15][CH3:16])[C:10]([O:12][CH3:13])=[O:11])=[C:4]([C:17]3[CH:22]=[CH:21][C:20]([CH3:23])=[CH:19][CH:18]=3)[N:3]=2)[CH2:31][CH2:30][CH2:29][CH2:28][CH2:27]1. The yield is 0.490.